From a dataset of Forward reaction prediction with 1.9M reactions from USPTO patents (1976-2016). Predict the product of the given reaction. (1) The product is: [CH:1]1([N:4]2[CH2:9][C:8]3([CH2:14][CH2:13][N:12]([S:15]([C:18]4[CH:23]=[CH:22][C:21]([C:35]5[CH:40]=[CH:39][CH:38]=[C:37]([S:41]([OH:44])(=[O:43])=[O:42])[CH:36]=5)=[CH:20][CH:19]=4)(=[O:16])=[O:17])[CH2:11][CH2:10]3)[O:7][CH2:6][C:5]2=[O:33])[CH2:3][CH2:2]1. Given the reactants [CH:1]1([N:4]2[CH2:9][C:8]3([CH2:14][CH2:13][N:12]([S:15]([C:18]4[CH:23]=[CH:22][C:21](B5OC(C)(C)C(C)(C)O5)=[CH:20][CH:19]=4)(=[O:17])=[O:16])[CH2:11][CH2:10]3)[O:7][CH2:6][C:5]2=[O:33])[CH2:3][CH2:2]1.Br[C:35]1[CH:36]=[C:37]([S:41]([O:44]C2C(F)=C(F)C(F)=C(F)C=2F)(=[O:43])=[O:42])[CH:38]=[CH:39][CH:40]=1.C(=O)(O)[O-].[Na+], predict the reaction product. (2) Given the reactants [C:1]([CH2:5][C:6]([O:8][CH2:9][CH3:10])=[O:7])(=[O:4])[CH2:2][CH3:3].S([N:21]=[N+:22]=[N-])(C1C=CC(C)=CC=1)(=O)=O, predict the reaction product. The product is: [N+:21](=[C:5]([C:1](=[O:4])[CH2:2][CH3:3])[C:6]([O:8][CH2:9][CH3:10])=[O:7])=[N-:22]. (3) The product is: [OH:22][C:19]1[CH:20]=[CH:21][C:16]([CH2:15][C:10]2[N:9]3[N:8]=[C:4]([CH3:5])[C:3]([OH:2])=[N:14][C:13]3=[N:12][N:11]=2)=[CH:17][CH:18]=1. Given the reactants C[O:2][C:3](=O)[C:4](=O)[CH3:5].[NH2:8][N:9]1[C:13]([NH2:14])=[N:12][N:11]=[C:10]1[CH2:15][C:16]1[CH:21]=[CH:20][C:19]([OH:22])=[CH:18][CH:17]=1, predict the reaction product. (4) Given the reactants [Cl:1][C:2]1[CH:7]=[C:6]([C:8]#[C:9][CH3:10])[CH:5]=[C:4]([Cl:11])[C:3]=1[C:12]1[C:13](=[O:26])[CH:14]([CH2:19][C:20]2[CH:25]=[CH:24][CH:23]=[CH:22][N:21]=2)[CH2:15][C:16]=1[O:17]C.N1CCOCC1, predict the reaction product. The product is: [Cl:1][C:2]1[CH:7]=[C:6]([C:8]#[C:9][CH3:10])[CH:5]=[C:4]([Cl:11])[C:3]=1[CH:12]1[C:13](=[O:26])[CH:14]([CH2:19][C:20]2[CH:25]=[CH:24][CH:23]=[CH:22][N:21]=2)[CH2:15][C:16]1=[O:17]. (5) Given the reactants [C:1]([O:5][C:6]([N:8]1[CH2:12][C@H:11]([OH:13])[CH2:10][C@H:9]1[C:14]([OH:16])=[O:15])=[O:7])([CH3:4])([CH3:3])[CH3:2].CC1(C)N([O])C(C)(C)CCC1.OS([O-])(=O)=O.[K+], predict the reaction product. The product is: [C:1]([O:5][C:6]([N:8]1[CH2:12][C:11](=[O:13])[CH2:10][C@H:9]1[C:14]([OH:16])=[O:15])=[O:7])([CH3:4])([CH3:2])[CH3:3]. (6) Given the reactants [CH3:1][N:2]([CH2:4][CH2:5][CH:6]([OH:13])[C:7]1[CH:12]=[CH:11][CH:10]=[CH:9][CH:8]=1)[CH3:3].I[C:15]1[CH:20]=[CH:19][CH:18]=[CH:17][C:16]=1[CH3:21].C(=O)([O-])[O-].[Cs+].[Cs+], predict the reaction product. The product is: [CH3:1][N:2]([CH2:4][CH2:5][CH:6]([O:13][C:15]1[CH:20]=[CH:19][CH:18]=[CH:17][C:16]=1[CH3:21])[C:7]1[CH:12]=[CH:11][CH:10]=[CH:9][CH:8]=1)[CH3:3]. (7) Given the reactants [OH:1][C:2]1([C:14]([O:16]C)=[O:15])[C:11]2[C:6](=[C:7]([O:12][CH3:13])[CH:8]=[CH:9][CH:10]=2)[CH2:5][CH2:4][CH2:3]1.O[Li].O, predict the reaction product. The product is: [OH:1][C:2]1([C:14]([OH:16])=[O:15])[C:11]2[C:6](=[C:7]([O:12][CH3:13])[CH:8]=[CH:9][CH:10]=2)[CH2:5][CH2:4][CH2:3]1. (8) Given the reactants C(N(S(F)(F)[F:7])CC)C.[CH3:10][O:11][C:12]1[CH:17]=[CH:16][C:15]([O:18][CH3:19])=[CH:14][C:13]=1[CH:20](O)[CH2:21][N:22]1[CH2:27][CH2:26][CH:25]([N:28]2[C:36]3[C:31](=[CH:32][CH:33]=[C:34]([C:37]([NH2:39])=[O:38])[CH:35]=3)[CH:30]=[CH:29]2)[CH2:24][CH2:23]1.O.C(=O)(O)[O-].[Na+], predict the reaction product. The product is: [CH3:10][O:11][C:12]1[CH:17]=[CH:16][C:15]([O:18][CH3:19])=[CH:14][C:13]=1[CH:20]([F:7])[CH2:21][N:22]1[CH2:27][CH2:26][CH:25]([N:28]2[C:36]3[C:31](=[CH:32][CH:33]=[C:34]([C:37]([NH2:39])=[O:38])[CH:35]=3)[CH:30]=[CH:29]2)[CH2:24][CH2:23]1. (9) Given the reactants [O:1]=[C:2]1[CH2:7][CH2:6][N:5]([C:8]([O:10][C:11]([CH3:14])([CH3:13])[CH3:12])=[O:9])[CH2:4][CH2:3]1.[N+](=[CH:17][C:18]([O:20][CH2:21][CH3:22])=[O:19])=[N-].B(F)(F)F.CCOCC, predict the reaction product. The product is: [O:1]=[C:2]1[CH2:7][CH2:6][N:5]([C:8]([O:10][C:11]([CH3:12])([CH3:13])[CH3:14])=[O:9])[CH2:4][CH2:3][CH:17]1[C:18]([O:20][CH2:21][CH3:22])=[O:19]. (10) Given the reactants [Br:1][C:2]1[CH:3]=[C:4]([N:8]2[CH2:12][C:11]3([CH2:17][CH2:16][CH2:15][CH2:14][CH2:13]3)[NH:10][C:9]2=[O:18])[CH:5]=[CH:6][CH:7]=1.[H-].[Na+].Br[CH2:22][C:23]([NH:25][C:26]1[CH:31]=[CH:30][CH:29]=[C:28]([C:32]([F:35])([F:34])[F:33])[CH:27]=1)=[O:24], predict the reaction product. The product is: [Br:1][C:2]1[CH:3]=[C:4]([N:8]2[CH2:12][C:11]3([CH2:17][CH2:16][CH2:15][CH2:14][CH2:13]3)[N:10]([CH2:22][C:23]([NH:25][C:26]3[CH:31]=[CH:30][CH:29]=[C:28]([C:32]([F:33])([F:34])[F:35])[CH:27]=3)=[O:24])[C:9]2=[O:18])[CH:5]=[CH:6][CH:7]=1.